Dataset: Experimentally validated miRNA-target interactions with 360,000+ pairs, plus equal number of negative samples. Task: Binary Classification. Given a miRNA mature sequence and a target amino acid sequence, predict their likelihood of interaction. (1) The miRNA is hsa-miR-4262 with sequence GACAUUCAGACUACCUG. The protein sequence of the target gene is MAQETNHSQVPMLCSTGCGFYGNPRTNGMCSVCYKEHLQRQNSSNGRISPPATSVSSLSESLPVQCTDGSVPEAQSALDSTSSSMQPSPVSNQSLLSESVASSQLDSTSVDKAVPETEDVQASVSDTAQQPSEEQSKSLEKPKQKKNRCFMCRKKVGLTGFECRCGNVYCGVHRYSDVHNCSYNYKADAAEKIRKENPVVVGEKIQKI. Result: 1 (interaction). (2) The miRNA is hsa-miR-511-3p with sequence AAUGUGUAGCAAAAGACAGA. The protein sequence of the target gene is MAQHDFVPAWLNFSTPQSAKSPTATFEKHGEHLPRGEGRFGVSRRRHNSSDGFFNNGPLRTAGDSWHQPSLFRHDSVDSGVSKGAYAGITGNPSGWHSSSRGHDGMSQRSGGGTGNHRHWNGSFHSRKGCAFQEKPPMEIREEKKEDKVEKLQFEEEDFPSLNPEAGKQHQPCRPIGTPSGVWENPPSAKQPSKMLVIKKVSKEDPAAAFSAAFTSPGSHHANGNKLSSVVPSVYKNLVPKPVPPPSKPNAWKANRMEHKSGSLSSSRESAFTSPISVTKPVVLASGAALSSPKESPSST.... Result: 1 (interaction). (3) The miRNA is hsa-miR-1323 with sequence UCAAAACUGAGGGGCAUUUUCU. The protein sequence of the target gene is MGPWSRSLSALLLLLQVSSWLCQEPEPCHPGFDAESYTFTVPRRHLERGRVLGRVNFEDCTGRQRTAYFSLDTRFKVGTDGVITVKRPLRFHNPQIHFLVYAWDSTYRKFSTKVTLNTVGHHHRPPPHQASVSGIQAELLTFPNSSPGLRRQKRDWVIPPISCPENEKGPFPKNLVQIKSNKDKEGKVFYSITGQGADTPPVGVFIIERETGWLKVTEPLDRERIATYTLFSHAVSSNGNAVEDPMEILITVTDQNDNKPEFTQEVFKGSVMEGALPGTSVMEVTATDADDDVNTYNAAI.... Result: 1 (interaction). (4) The protein sequence of the target gene is MVKETQYYDILGVKPSASPEEIKKAYRKLALKYHPDKNPDEGEKFKLISQAYEVLSDPKKRDVYDQGGEQAIKEGGSGSPSFSSPMDIFDMFFGGGGRMARERRGKNVVHQLSVTLEDLYNGVTKKLALQKNVICEKCEGVGGKKGSVEKCPLCKGRGMQIHIQQIGPGMVQQIQTVCIECKGQGERINPKDRCESCSGAKVIREKKIIEVHVEKGMKDGQKILFHGEGDQEPELEPGDVIIVLDQKDHSVFQRRGHDLIMKMKIQLSEALCGFKKTIKTLDNRILVITSKAGEVIKHGD.... The miRNA is hsa-miR-6837-3p with sequence CCUUCACUGUGACUCUGCUGCAG. Result: 0 (no interaction). (5) The miRNA is hsa-miR-3165 with sequence AGGUGGAUGCAAUGUGACCUCA. The protein sequence of the target gene is MAEPDYIEDDNPELIRPQKLINPVKTSRNHQDLHRELLMNQKRGLAPQNKPELQKVMEKRKRDQVIKQKEEEAQKKKSDLEIELLKRQQKLEQLELEKQKLQEEQENAPEFVKVKGNLRRTGQEVAQAQES. Result: 0 (no interaction). (6) The miRNA is rno-miR-125a-3p with sequence ACAGGUGAGGUUCUUGGGAGCC. The protein sequence of the target gene is MPKVKRSRKAPPDGWELIEPTLDELDQKMREAETEPHEGKRKVESLWPIFRIHHQKTRYIFDLFYKRKAISRELYEYCIKEGYADKNLIAKWKKQGYENLCCLRCIQTRDTNFGTNCICRVPKSKLEVGRIIECTHCGCRGCSG. Result: 0 (no interaction). (7) The miRNA is hsa-miR-7155-3p with sequence UGGCCCAAGACCUCAGACC. The protein sequence of the target gene is MMGSVLPAEALVLKTGLKAPGLALAEVITSDILHSFLYGRWRNVLGEQLLEDKSHHASPKTAFTAEVLAQSFSGEVQKLSSLVLPVEVIIAQSSIPGEGLGIFSKTWIKAGTEMGPFTGRVIAPEHVDICKNNNLMWEVFNEDGTVRYFIDASQEDHRSWMTYIKCARNEQEQNLEVVQIGTSIFYKAIEMIPPDQELLVWYGNSHNTFLGIPGVPGLEEEQKKNKHEDFHPADSATGTAGRMRCVICHRGFNSRSNLRSHMRIHTLDKPFVCRFCNRRFSQSSTLRNHVRLHTGERPYK.... Result: 0 (no interaction).